Dataset: Reaction yield outcomes from USPTO patents with 853,638 reactions. Task: Predict the reaction yield, written as a fraction of the theoretical maximum amount of product (1.0 means a 100% yield; for example, 0.34 means a 34% yield). (1) The reactants are [C:1]([O:5][C:6](=[O:34])[NH:7][C:8]([C:10]1[S:11][C:12]([S:32][CH3:33])=[C:13]([S:15]([C:18]2[CH:19]=[C:20]([C:24]3[C:29]([CH3:30])=[CH:28][CH:27]=[CH:26][C:25]=3[NH2:31])[CH:21]=[CH:22][CH:23]=2)(=[O:17])=[O:16])[CH:14]=1)=[NH:9])([CH3:4])([CH3:3])[CH3:2].[S:35]([CH2:39][CH2:40][CH2:41][C:42](O)=[O:43])(=[O:38])(=[O:37])[NH2:36].CCN=C=NCCCN(C)C.C1C=CC2N(O)N=NC=2C=1. The catalyst is CN(C=O)C. The product is [C:1]([O:5][C:6](=[O:34])[NH:7][C:8](=[NH:9])[C:10]1[S:11][C:12]([S:32][CH3:33])=[C:13]([S:15]([C:18]2[CH:19]=[C:20]([C:24]3[C:29]([CH3:30])=[CH:28][CH:27]=[CH:26][C:25]=3[NH:31][C:42](=[O:43])[CH2:41][CH2:40][CH2:39][S:35](=[O:38])(=[O:37])[NH2:36])[CH:21]=[CH:22][CH:23]=2)(=[O:17])=[O:16])[CH:14]=1)([CH3:4])([CH3:3])[CH3:2]. The yield is 0.600. (2) The product is [NH:10]1[C:11]2[C:7](=[CH:6][CH:5]=[CH:4][C:3]=2[CH:1]([OH:2])[CH3:14])[CH:8]=[CH:9]1. The reactants are [CH:1]([C:3]1[CH:4]=[CH:5][CH:6]=[C:7]2[C:11]=1[NH:10][CH:9]=[CH:8]2)=[O:2].C[Li].[CH2:14](OCC)C.C(=O)(O)[O-].[Na+]. The yield is 0.940. The catalyst is O1CCCC1.C(OCC)(=O)C. (3) The reactants are [CH:1]([N:4]1[C:8]([C:9]2[N:18]=[C:17]3[N:11]([CH2:12][CH2:13][O:14][C:15]4[CH:22]=[C:21](O)[N:20]=[CH:19][C:16]=43)[CH:10]=2)=[N:7][CH:6]=[N:5]1)([CH3:3])[CH3:2].Cl.[OH:25][CH:26]1[CH2:29][NH:28][CH2:27]1.CCN(C(C)C)C(C)C.CO. The catalyst is C(Cl)Cl. The product is [CH:1]([N:4]1[C:8]([C:9]2[N:18]=[C:17]3[C:16]4[CH:19]=[N:20][C:21]([N:28]5[CH2:29][CH:26]([OH:25])[CH2:27]5)=[CH:22][C:15]=4[O:14][CH2:13][CH2:12][N:11]3[CH:10]=2)=[N:7][CH:6]=[N:5]1)([CH3:2])[CH3:3]. The yield is 0.140. (4) The reactants are [CH3:1][O:2][CH2:3][CH:4]1[CH2:8][N:7]([C:9](OC(C)(C)C)=[O:10])[CH:6]([C:16]2[NH:20][C:19]3[C:21]4[C:26]([CH:27]=[CH:28][C:18]=3[N:17]=2)=[CH:25][C:24]2[C:29]3[C:34]([CH2:35][O:36][C:23]=2[CH:22]=4)=[CH:33][C:32]([B:37]2[O:41][C:40]([CH3:43])([CH3:42])[C:39]([CH3:45])([CH3:44])[O:38]2)=[CH:31][CH:30]=3)[CH2:5]1.Cl.[CH3:47][O:48][C@H:49]([CH3:59])[C@H:50]([NH:54][C:55]([O:57][CH3:58])=[O:56])C(O)=O.CN(C(ON1N=NC2C=CC=NC1=2)=[N+](C)C)C.F[P-](F)(F)(F)(F)F.CCN(C(C)C)C(C)C. The catalyst is C(Cl)Cl.CO. The product is [CH3:1][O:2][CH2:3][CH:4]1[CH2:8][N:7]([C:9](=[O:10])[CH:50]([NH:54][C:55](=[O:56])[O:57][CH3:58])[CH:49]([O:48][CH3:47])[CH3:59])[CH:6]([C:16]2[NH:20][C:19]3[C:21]4[C:26]([CH:27]=[CH:28][C:18]=3[N:17]=2)=[CH:25][C:24]2[C:29]3[C:34]([CH2:35][O:36][C:23]=2[CH:22]=4)=[CH:33][C:32]([B:37]2[O:38][C:39]([CH3:45])([CH3:44])[C:40]([CH3:42])([CH3:43])[O:41]2)=[CH:31][CH:30]=3)[CH2:5]1. The yield is 0.920. (5) The reactants are C[Si](C)(C)N[Si](C)(C)C.[Na].[Cl-].[CH3:12][O:13][CH2:14][P+](C1C=CC=CC=1)(C1C=CC=CC=1)C1C=CC=CC=1.[C:34]([N:39]1[CH2:44][CH2:43][C:42](=O)[CH2:41][CH2:40]1)([O:36][CH2:37][CH3:38])=[O:35].O. The catalyst is C1COCC1.CCOCC. The product is [CH3:12][O:13][CH:14]=[C:42]1[CH2:43][CH2:44][N:39]([C:34]([O:36][CH2:37][CH3:38])=[O:35])[CH2:40][CH2:41]1. The yield is 0.890. (6) The reactants are [N:1]1[CH:6]=[CH:5][C:4]([NH2:7])=[N:3][CH:2]=1.Br[C:9]1[C:10](=[O:17])[N:11]([CH3:16])[N:12]=[C:13]([Cl:15])[CH:14]=1.C(=O)([O-])[O-].[Cs+].[Cs+].CC1(C)C2C(=C(P(C3C=CC=CC=3)C3C=CC=CC=3)C=CC=2)OC2C(P(C3C=CC=CC=3)C3C=CC=CC=3)=CC=CC1=2. The catalyst is C1C=CC(/C=C/C(/C=C/C2C=CC=CC=2)=O)=CC=1.C1C=CC(/C=C/C(/C=C/C2C=CC=CC=2)=O)=CC=1.C1C=CC(/C=C/C(/C=C/C2C=CC=CC=2)=O)=CC=1.[Pd].[Pd].O1CCOCC1. The product is [Cl:15][C:13]1[CH:14]=[C:9]([NH:7][C:4]2[CH:5]=[CH:6][N:1]=[CH:2][N:3]=2)[C:10](=[O:17])[N:11]([CH3:16])[N:12]=1. The yield is 0.700. (7) The reactants are C([O:4][C@H:5]([CH3:32])[CH2:6][CH2:7][CH2:8][CH2:9][N:10]1[C:20](=[O:21])[C:19]2[N:18]([CH3:22])[C:16](=[O:17])[N:15](COC(=O)C(C)(C)C)[C:14]=2[N:13]([CH3:31])[C:11]1=[O:12])(=O)C.C[O-].[Na+].Cl. The product is [OH:4][C@H:5]([CH3:32])[CH2:6][CH2:7][CH2:8][CH2:9][N:10]1[C:20](=[O:21])[C:19]2[N:18]([CH3:22])[C:16](=[O:17])[NH:15][C:14]=2[N:13]([CH3:31])[C:11]1=[O:12]. The yield is 0.300. The catalyst is CO.